The task is: Regression. Given a peptide amino acid sequence and an MHC pseudo amino acid sequence, predict their binding affinity value. This is MHC class I binding data.. This data is from Peptide-MHC class I binding affinity with 185,985 pairs from IEDB/IMGT. (1) The peptide sequence is TIGTIAGGV. The MHC is HLA-A02:06 with pseudo-sequence HLA-A02:06. The binding affinity (normalized) is 0.349. (2) The peptide sequence is STDTRHIPQ. The MHC is HLA-B40:01 with pseudo-sequence HLA-B40:01. The binding affinity (normalized) is 0.0847. (3) The peptide sequence is QIIEQLIKK. The MHC is HLA-B57:01 with pseudo-sequence HLA-B57:01. The binding affinity (normalized) is 0.